From a dataset of Reaction yield outcomes from USPTO patents with 853,638 reactions. Predict the reaction yield, written as a fraction of the theoretical maximum amount of product (1.0 means a 100% yield; for example, 0.34 means a 34% yield). (1) The reactants are [Cl:1][C:2]1[C:10]([C:11]([F:14])([F:13])[F:12])=[CH:9][CH:8]=[CH:7][C:3]=1[C:4](O)=[O:5].C(C1NC=CN=1)(C1NC=CN=1)=O.O.[NH2:28][NH2:29].Cl. The catalyst is C1COCC1. The product is [Cl:1][C:2]1[C:10]([C:11]([F:14])([F:13])[F:12])=[CH:9][CH:8]=[CH:7][C:3]=1[C:4]([NH:28][NH2:29])=[O:5]. The yield is 0.940. (2) The catalyst is C1C=CC([P]([Pd]([P](C2C=CC=CC=2)(C2C=CC=CC=2)C2C=CC=CC=2)([P](C2C=CC=CC=2)(C2C=CC=CC=2)C2C=CC=CC=2)[P](C2C=CC=CC=2)(C2C=CC=CC=2)C2C=CC=CC=2)(C2C=CC=CC=2)C2C=CC=CC=2)=CC=1.C(Cl)Cl.O1CCOCC1. The reactants are Br[C:2]1[CH:14]=[CH:13][C:5]([C:6]([NH:8][S:9]([CH3:12])(=[O:11])=[O:10])=[O:7])=[CH:4][C:3]=1[O:15][CH:16]1[CH2:19][O:18][CH2:17]1.[Cl:20][C:21]1[CH:22]=[C:23](B(O)O)[CH:24]=[N:25][C:26]=1[F:27].C([O-])([O-])=O.[Na+].[Na+].B(O)O.Cl. The product is [Cl:20][C:21]1[CH:22]=[C:23]([C:2]2[CH:14]=[CH:13][C:5]([C:6]([NH:8][S:9]([CH3:12])(=[O:11])=[O:10])=[O:7])=[CH:4][C:3]=2[O:15][CH:16]2[CH2:19][O:18][CH2:17]2)[CH:24]=[N:25][C:26]=1[F:27]. The yield is 0.480. (3) The reactants are [CH2:1]([N:3]1[C:11]2[C:6](=[CH:7][CH:8]=[C:9]([O:12][CH3:13])[CH:10]=2)[C:5]([C:14]#[N:15])=[C:4]1[C:16]1[CH:21]=[CH:20][C:19]([N+:22]([O-:24])=[O:23])=[CH:18][CH:17]=1)[CH3:2].[C:25](Cl)(=[O:27])[CH3:26].[Al+3].[Cl-].[Cl-].[Cl-]. The catalyst is ClCCCl. The product is [C:25]([C:8]1[CH:7]=[C:6]2[C:11](=[CH:10][C:9]=1[O:12][CH3:13])[N:3]([CH2:1][CH3:2])[C:4]([C:16]1[CH:17]=[CH:18][C:19]([N+:22]([O-:24])=[O:23])=[CH:20][CH:21]=1)=[C:5]2[C:14]#[N:15])(=[O:27])[CH3:26]. The yield is 0.290. (4) The reactants are [CH3:1][S:2][C:3]([S:30][CH3:31])=[CH:4][C:5]([C:7]1[N:23](C2CCCCO2)[C:10]2=[CH:11][C:12]3[C:13]([CH3:22])([CH3:21])[C:14](=[O:20])[N:15]([CH2:18][CH3:19])[C:16]=3[CH:17]=[C:9]2[N:8]=1)=[O:6].O.C1(C)C=CC(S(O)(=O)=O)=CC=1.O. The catalyst is CO. The product is [CH3:31][S:30][C:3]([S:2][CH3:1])=[CH:4][C:5]([C:7]1[NH:23][C:10]2=[CH:11][C:12]3[C:13]([CH3:21])([CH3:22])[C:14](=[O:20])[N:15]([CH2:18][CH3:19])[C:16]=3[CH:17]=[C:9]2[N:8]=1)=[O:6]. The yield is 0.390. (5) The reactants are N[C:2]1[C:8]([OH:9])=[CH:7][CH:6]=[CH:5][C:3]=1[OH:4].Cl.CC[N:13]([CH2:16][CH3:17])[CH2:14]C.[Cl:18][C:19]1[CH:24]=CC=[CH:21][C:20]=1SN=C=O.CC#[N:31]. The catalyst is C(Cl)CCl. The yield is 0.360. The product is [Cl:18][C:19]1[CH:24]=[CH:17][C:16]([NH:13][C:14]2[O:9][C:8]3[CH:2]=[C:3]([OH:4])[CH:5]=[CH:6][C:7]=3[N:31]=2)=[CH:21][CH:20]=1. (6) The reactants are Cl.Cl.[NH2:3][CH2:4][C@@:5]1([OH:13])[CH:10]2[CH2:11][CH2:12][N:7]([CH2:8][CH2:9]2)[CH2:6]1.C([O-])([O-])=O.[Cs+].[Cs+].[N:20]([C:23]1[N:28]=[CH:27][N:26]=[C:25]([C:29]2[CH:30]=[N:31][C:32]([O:35][CH3:36])=[N:33][CH:34]=2)[CH:24]=1)=[C:21]=S.C(N=C=NC(C)C)(C)C. The catalyst is CN(C)C=O. The product is [CH3:36][O:35][C:32]1[N:33]=[CH:34][C:29]([C:25]2[CH:24]=[C:23]([NH:20][C:21]3[O:13][C@:5]4([CH2:4][N:3]=3)[CH:10]3[CH2:9][CH2:8][N:7]([CH2:12][CH2:11]3)[CH2:6]4)[N:28]=[CH:27][N:26]=2)=[CH:30][N:31]=1. The yield is 0.460.